Dataset: Full USPTO retrosynthesis dataset with 1.9M reactions from patents (1976-2016). Task: Predict the reactants needed to synthesize the given product. (1) Given the product [O:1]([CH2:8][CH:9]([OH:12])[CH2:11][OH:10])[C:2]1[CH:3]=[CH:4][CH:5]=[CH:6][CH:7]=1, predict the reactants needed to synthesize it. The reactants are: [O:1]([CH2:8][CH:9]1[CH2:11][O:10]1)[C:2]1[CH:7]=[CH:6][CH:5]=[CH:4][CH:3]=1.[OH2:12]. (2) Given the product [CH3:21][N:18]1[CH2:19][CH2:20][C:8]2[N:7]([C:3]3[C:2]([C:25]4[CH:26]=[CH:27][N:22]=[CH:23][CH:24]=4)=[CH:6][S:5][CH:4]=3)[C:15]3[CH:14]=[CH:13][C:12]([CH3:16])=[CH:11][C:10]=3[C:9]=2[CH2:17]1, predict the reactants needed to synthesize it. The reactants are: Br[C:2]1[C:3]([N:7]2[C:15]3[CH:14]=[CH:13][C:12]([CH3:16])=[CH:11][C:10]=3[C:9]3[CH2:17][N:18]([CH3:21])[CH2:19][CH2:20][C:8]2=3)=[CH:4][S:5][CH:6]=1.[N:22]1[CH:27]=[CH:26][C:25](B(O)O)=[CH:24][CH:23]=1.[O-]P([O-])([O-])=O.[K+].[K+].[K+]. (3) The reactants are: [OH:1][CH:2]([CH2:17][O:18][CH2:19][CH2:20][CH:21]([CH2:25][CH3:26])[CH2:22][CH2:23][CH3:24])[CH2:3][NH:4][C:5]([CH3:16])([CH3:15])[CH2:6][C:7]1[CH:12]=[CH:11][C:10]([O:13][CH3:14])=[CH:9][CH:8]=1.OC(COC(C)C)CN[C:31](C)([CH3:41])[CH2:32][C:33]1C=CC(OC)=CC=1. Given the product [OH:1][CH:2]([CH2:17][O:18][C:19]1[CH:24]=[CH:23][CH:22]=[C:21]([C:25]2[CH:33]=[CH:32][CH:31]=[CH:41][CH:26]=2)[CH:20]=1)[CH2:3][NH:4][C:5]([CH3:16])([CH3:15])[CH2:6][C:7]1[CH:8]=[CH:9][C:10]([O:13][CH3:14])=[CH:11][CH:12]=1, predict the reactants needed to synthesize it.